Regression. Given a peptide amino acid sequence and an MHC pseudo amino acid sequence, predict their binding affinity value. This is MHC class II binding data. From a dataset of Peptide-MHC class II binding affinity with 134,281 pairs from IEDB. (1) The peptide sequence is TAGVIVMLIPTVMAF. The MHC is DRB1_0802 with pseudo-sequence DRB1_0802. The binding affinity (normalized) is 0.949. (2) The peptide sequence is GELELQFRRVKCKYP. The MHC is DRB3_0101 with pseudo-sequence DRB3_0101. The binding affinity (normalized) is 0.148. (3) The peptide sequence is VLRTKLMSTRRVLER. The MHC is DRB1_0901 with pseudo-sequence DRB1_0901. The binding affinity (normalized) is 0.200. (4) The peptide sequence is VNWEVIIMDEAHFLDHHHHHH. The MHC is DRB5_0101 with pseudo-sequence DRB5_0101. The binding affinity (normalized) is 0.453. (5) The peptide sequence is ADLGYGPATPAAPAA. The MHC is DRB1_1201 with pseudo-sequence DRB1_1201. The binding affinity (normalized) is 0.0417. (6) The peptide sequence is MLVTEMFREYNHRHSVGATL. The MHC is DRB1_0401 with pseudo-sequence DRB1_0401. The binding affinity (normalized) is 0.111. (7) The binding affinity (normalized) is 0.577. The peptide sequence is ELYYAIHKASTVLAF. The MHC is DRB5_0101 with pseudo-sequence DRB5_0101. (8) The peptide sequence is RDCLIAHGAANTITE. The MHC is HLA-DQA10101-DQB10501 with pseudo-sequence HLA-DQA10101-DQB10501. The binding affinity (normalized) is 0.346. (9) The peptide sequence is SNLLRAIEAQQHLLQLTVWGIKQL. The binding affinity (normalized) is 0.898. The MHC is DRB4_0101 with pseudo-sequence DRB4_0103. (10) The peptide sequence is FLQRSVSTVCSRISR. The MHC is DRB1_0701 with pseudo-sequence DRB1_0701. The binding affinity (normalized) is 0.411.